The task is: Predict the reaction yield, written as a fraction of the theoretical maximum amount of product (1.0 means a 100% yield; for example, 0.34 means a 34% yield).. This data is from Reaction yield outcomes from USPTO patents with 853,638 reactions. (1) The reactants are [CH3:1][O:2][C:3]1[CH:8]=[CH:7][C:6]([S:9]([N:12]2[CH2:17][CH2:16][NH:15][CH2:14][CH2:13]2)(=[O:11])=[O:10])=[CH:5][CH:4]=1.C([O-])([O-])=O.[K+].[K+].Br[CH2:25][C:26]#[N:27].ClCCCl.CCO. The catalyst is C(#N)C. The product is [CH3:1][O:2][C:3]1[CH:8]=[CH:7][C:6]([S:9]([N:12]2[CH2:17][CH2:16][N:15]([CH2:25][C:26]#[N:27])[CH2:14][CH2:13]2)(=[O:11])=[O:10])=[CH:5][CH:4]=1. The yield is 0.760. (2) The reactants are [Br:1][C:2]1[CH:3]=[CH:4][C:5]([NH:15][CH2:16][C:17]2([OH:22])[CH2:21][CH2:20][CH2:19][CH2:18]2)=[C:6]([NH:8][C:9](=O)[C:10]([CH3:13])([CH3:12])[CH3:11])[CH:7]=1.O.C1(C)C=CC(S(O)(=O)=O)=CC=1. The catalyst is C1(C)C=CC=CC=1. The product is [Br:1][C:2]1[CH:3]=[CH:4][C:5]2[N:15]([CH2:16][C:17]3([OH:22])[CH2:21][CH2:20][CH2:19][CH2:18]3)[C:9]([C:10]([CH3:13])([CH3:12])[CH3:11])=[N:8][C:6]=2[CH:7]=1. The yield is 0.380.